Dataset: Reaction yield outcomes from USPTO patents with 853,638 reactions. Task: Predict the reaction yield, written as a fraction of the theoretical maximum amount of product (1.0 means a 100% yield; for example, 0.34 means a 34% yield). (1) The reactants are [N:1]1[C:10]2[C:5](=[CH:6][CH:7]=[CH:8][CH:9]=2)[CH:4]=[CH:3][C:2]=1[CH2:11][O:12][C:13]1[CH:18]=[CH:17][C:16]([CH2:19][C:20]([O:22]CC)=[O:21])=[CH:15][CH:14]=1.C1COCC1.O[Li].O.Cl. The catalyst is CO. The product is [N:1]1[C:10]2[C:5](=[CH:6][CH:7]=[CH:8][CH:9]=2)[CH:4]=[CH:3][C:2]=1[CH2:11][O:12][C:13]1[CH:14]=[CH:15][C:16]([CH2:19][C:20]([OH:22])=[O:21])=[CH:17][CH:18]=1. The yield is 0.950. (2) The reactants are O[CH2:2][C:3]1[S:7][C:6]([C:8]2[NH:9][C:10]3[C:15]([CH:16]=2)=[CH:14][CH:13]=[CH:12][C:11]=3[N:17]([CH:26]([CH3:28])[CH3:27])[S:18]([C:21]2[S:22][CH:23]=[CH:24][CH:25]=2)(=[O:20])=[O:19])=[N:5][CH:4]=1.S(Cl)([Cl:31])=O.O1CCCC1. The catalyst is CN(C)C=O.O. The product is [Cl:31][CH2:2][C:3]1[S:7][C:6]([C:8]2[NH:9][C:10]3[C:15]([CH:16]=2)=[CH:14][CH:13]=[CH:12][C:11]=3[N:17]([CH:26]([CH3:28])[CH3:27])[S:18]([C:21]2[S:22][CH:23]=[CH:24][CH:25]=2)(=[O:20])=[O:19])=[N:5][CH:4]=1. The yield is 0.900. (3) The yield is 0.700. The catalyst is Cl.O. The product is [C:1]([C:5]1[CH:6]=[CH:7][C:8]([C:11]2[N:15]([CH2:16][C:17]3[CH:18]=[CH:19][CH:20]=[CH:21][CH:22]=3)[N:14]=[C:13]([C:23](=[N:28][NH:27][C:29]([NH:31][C:32]3[CH:40]=[CH:39][C:35]([C:36]([OH:38])=[O:37])=[CH:34][CH:33]=3)=[S:30])[CH3:24])[C:12]=2[OH:26])=[CH:9][CH:10]=1)([CH3:4])([CH3:3])[CH3:2]. The reactants are [C:1]([C:5]1[CH:10]=[CH:9][C:8]([C:11]2[N:15]([CH2:16][C:17]3[CH:22]=[CH:21][CH:20]=[CH:19][CH:18]=3)[N:14]=[C:13]([C:23](=O)[CH3:24])[C:12]=2[OH:26])=[CH:7][CH:6]=1)([CH3:4])([CH3:3])[CH3:2].[NH:27]([C:29]([NH:31][C:32]1[CH:40]=[CH:39][C:35]([C:36]([OH:38])=[O:37])=[CH:34][CH:33]=1)=[S:30])[NH2:28].CN(C)C=O. (4) The reactants are [OH:1][C:2]([CH3:9])([CH3:8])[C:3]([O:5][CH2:6][CH3:7])=[O:4].CC1C=CC(S(O)(=O)=O)=CC=1.N1C=CC=CC=1.[O:27]1[CH:32]=[CH:31][CH2:30][CH2:29][CH2:28]1.C(OCC)C. The catalyst is ClCCl. The product is [CH3:8][C:2]([O:1][CH:28]1[CH2:29][CH2:30][CH2:31][CH2:32][O:27]1)([CH3:9])[C:3]([O:5][CH2:6][CH3:7])=[O:4]. The yield is 0.950.